This data is from Forward reaction prediction with 1.9M reactions from USPTO patents (1976-2016). The task is: Predict the product of the given reaction. (1) Given the reactants [OH:1][C:2]1[CH:3]=[C:4]([CH:7]=[CH:8][CH:9]=1)[CH:5]=[O:6].[CH:10]1([CH2:16][CH2:17]O)[CH2:15][CH2:14][CH2:13][CH2:12][CH2:11]1.C1C=CC(P(C2C=CC=CC=2)C2C=CC=CC=2)=CC=1.CCOC(/N=N/C(OCC)=O)=O, predict the reaction product. The product is: [CH:10]1([CH2:16][CH2:17][O:1][C:2]2[CH:3]=[C:4]([CH:7]=[CH:8][CH:9]=2)[CH:5]=[O:6])[CH2:15][CH2:14][CH2:13][CH2:12][CH2:11]1. (2) Given the reactants C[O:2][C:3]([C@@H:5]1[CH2:9][C@@H:8]([S:10]([C:13]2[CH:18]=[CH:17][CH:16]=[CH:15][C:14]=2[C:19]([F:22])([F:21])[F:20])(=[O:12])=[O:11])[CH2:7][N:6]1[C:23]1[CH:27]=[C:26]([CH3:28])[N:25]([CH3:29])[N:24]=1)=[O:4].[OH-].[Li+], predict the reaction product. The product is: [CH3:29][N:25]1[C:26]([CH3:28])=[CH:27][C:23]([N:6]2[CH2:7][C@H:8]([S:10]([C:13]3[CH:18]=[CH:17][CH:16]=[CH:15][C:14]=3[C:19]([F:21])([F:22])[F:20])(=[O:11])=[O:12])[CH2:9][C@H:5]2[C:3]([OH:4])=[O:2])=[N:24]1. (3) Given the reactants [CH3:1][O:2][C:3]([C:5]1[NH:6][CH:7]=[C:8]([Br:10])[CH:9]=1)=[O:4].[H-].[Na+].[C:13]([O:17][C:18](=[O:21])[CH2:19]Br)([CH3:16])([CH3:15])[CH3:14], predict the reaction product. The product is: [CH3:1][O:2][C:3]([C:5]1[N:6]([CH2:19][C:18]([O:17][C:13]([CH3:16])([CH3:15])[CH3:14])=[O:21])[CH:7]=[C:8]([Br:10])[CH:9]=1)=[O:4]. (4) Given the reactants [F:1][C:2]1[CH:7]=[C:6](B2OC(C)(C)C(C)(C)O2)[CH:5]=[CH:4][C:3]=1[C:17]1[N:18]=[CH:19][C:20]([NH2:23])=[N:21][CH:22]=1.Br[C:25]1[CH:30]=[CH:29][CH:28]=[CH:27][C:26]=1[S:31]([N:34]1[CH2:39][CH:38]([CH3:40])[NH:37][CH:36]([CH3:41])[CH2:35]1)(=[O:33])=[O:32], predict the reaction product. The product is: [CH3:40][CH:38]1[NH:37][CH:36]([CH3:41])[CH2:35][N:34]([S:31]([C:26]2[CH:27]=[CH:28][CH:29]=[CH:30][C:25]=2[C:6]2[CH:5]=[CH:4][C:3]([C:17]3[N:18]=[CH:19][C:20]([NH2:23])=[N:21][CH:22]=3)=[C:2]([F:1])[CH:7]=2)(=[O:32])=[O:33])[CH2:39]1. (5) Given the reactants [NH2:1][C:2]1[CH:9]=[C:8]([CH3:10])[C:5]([C:6]#[N:7])=[C:4]([CH3:11])[N:3]=1.[CH3:26][C:23]([O:22][C:20](O[C:20]([O:22][C:23]([CH3:26])(C)C)=[O:21])=[O:21])(C)C.[OH-].[Na+].OO.[O-]S([O-])=O.[Na+].[Na+].[CH2:37]1COC[CH2:38]1, predict the reaction product. The product is: [C:6]([C:5]1[C:8]([CH3:10])=[CH:9][C:2]([NH:1][C:20](=[O:21])[O:22][CH2:23][CH2:26][CH2:37][CH3:38])=[N:3][C:4]=1[CH3:11])#[N:7]. (6) The product is: [CH3:1][C:2]1[CH:3]=[CH:4][C:5]([S:8]([O:11][CH2:12][CH2:13][N:14]2[CH:18]=[C:17]([I:19])[CH:16]=[C:15]2[CH2:20][OH:21])(=[O:10])=[O:9])=[CH:6][CH:7]=1. Given the reactants [CH3:1][C:2]1[CH:7]=[CH:6][C:5]([S:8]([O:11][CH2:12][CH2:13][N:14]2[CH:18]=[C:17]([I:19])[CH:16]=[C:15]2[CH:20]=[O:21])(=[O:10])=[O:9])=[CH:4][CH:3]=1.[BH4-].[Na+].C(O)(=O)C, predict the reaction product. (7) Given the reactants CC(C1C=[CH:11][C:10]([CH2:13][CH2:14][C:15]([NH:17][C:18]2[CH:19]=[N:20][C:21]3[C:26]([CH:27]=2)=[CH:25][CH:24]=[CH:23][CH:22]=3)=[O:16])=CC=1)CCCC.[CH3:28][CH:29]([C:34]1[CH:42]=[CH:41][C:37]([C:38](O)=O)=[CH:36][CH:35]=1)[CH2:30][CH2:31][CH2:32][CH3:33].[CH3:43]CN(CC)CC.NC1C=NC2C(C=1)=CC=CC=2.CN(C(ON1N=NC2C=CC=CC1=2)=[N+](C)C)C.F[P-](F)(F)(F)(F)F, predict the reaction product. The product is: [CH3:28][CH:29]([C:34]1[CH:42]=[CH:41][C:37]([C:38]2[CH:43]=[C:14]([CH:13]=[CH:10][CH:11]=2)[C:15]([NH:17][C:18]2[CH:19]=[N:20][C:21]3[C:26]([CH:27]=2)=[CH:25][CH:24]=[CH:23][CH:22]=3)=[O:16])=[CH:36][CH:35]=1)[CH2:30][CH2:31][CH2:32][CH3:33]. (8) Given the reactants [Si:1]([O:8][CH2:9][C@H:10]1[NH:15][CH2:14][C@H:13]([N:16]([O:29][CH2:30][CH:31]=[CH2:32])S(C2C=CC=CC=2[N+]([O-])=O)(=O)=O)[CH:12]=[C:11]1[CH3:33])([C:4]([CH3:7])([CH3:6])[CH3:5])([CH3:3])[CH3:2].SCC(O)=O.[Li+].[OH-], predict the reaction product. The product is: [Si:1]([O:8][CH2:9][C@H:10]1[NH:15][CH2:14][C@H:13]([NH:16][O:29][CH2:30][CH:31]=[CH2:32])[CH:12]=[C:11]1[CH3:33])([C:4]([CH3:7])([CH3:6])[CH3:5])([CH3:2])[CH3:3]. (9) Given the reactants [OH:1][CH:2]([CH2:5][NH2:6])[CH2:3][NH2:4].[CH3:7][C:8]([O:11][C:12](O[C:12]([O:11][C:8]([CH3:10])([CH3:9])[CH3:7])=[O:13])=[O:13])([CH3:10])[CH3:9].[C:22]([O-:25])([O-])=[O:23].[Na+].[Na+], predict the reaction product. The product is: [C:22]([NH:4][CH2:3][CH:2]([OH:1])[CH2:5][NH:6][C:12]([O:11][C:8]([CH3:10])([CH3:9])[CH3:7])=[O:13])([O:25][C:8]([CH3:10])([CH3:9])[CH3:7])=[O:23].